Task: Predict which catalyst facilitates the given reaction.. Dataset: Catalyst prediction with 721,799 reactions and 888 catalyst types from USPTO (1) Reactant: [CH3:13][C:12]([O:11][C:9](O[C:9]([O:11][C:12]([CH3:15])([CH3:14])[CH3:13])=[O:10])=[O:10])([CH3:15])[CH3:14].[CH2:16]([NH:18][CH2:19][CH2:20][OH:21])[CH3:17]. Product: [C:12]([O:11][C:9](=[O:10])[N:18]([CH2:16][CH3:17])[CH2:19][CH2:20][OH:21])([CH3:13])([CH3:14])[CH3:15]. The catalyst class is: 4. (2) Reactant: [CH3:1][O:2][N:3]=[CH:4][C:5]1[CH:10]=[CH:9][C:8]([F:11])=[CH:7][CH:6]=1.C([BH3-])#N.[Na+].Cl. Product: [F:11][C:8]1[CH:7]=[CH:6][C:5]([CH2:4][NH:3][O:2][CH3:1])=[CH:10][CH:9]=1. The catalyst class is: 98.